From a dataset of Catalyst prediction with 721,799 reactions and 888 catalyst types from USPTO. Predict which catalyst facilitates the given reaction. Reactant: [CH3:1][N:2]1[C:8](=[O:9])[N:7]([CH3:10])[C:5](=[O:6])[C:4]2[N:11]([CH2:14][CH2:15][N:16]3[CH2:21][CH2:20][N:19]([C:22]4[C:27]([Cl:28])=[CH:26][CH:25]=[CH:24][CH:23]=4)[CH2:18][CH2:17]3)[CH:12]=[N:13][C:3]1=2.[CH3:29][C:30]1[N:38]([C:39]([C:41]2[CH:42]=[CH:43][C:44]([Cl:47])=[CH:45][CH:46]=2)=[O:40])[C:37]2[CH:36]=[CH:35][C:34]([O:48][CH3:49])=[CH:33][C:32]=2[C:31]=1[CH2:50][C:51]([OH:53])=[O:52]. The catalyst class is: 40. Product: [CH3:1][N:2]1[C:8](=[O:9])[N:7]([CH3:10])[C:5](=[O:6])[C:4]2[N:11]([CH2:14][CH2:15][N:16]3[CH2:21][CH2:20][N:19]([C:22]4[C:27]([Cl:28])=[CH:26][CH:25]=[CH:24][CH:23]=4)[CH2:18][CH2:17]3)[CH:12]=[N:13][C:3]1=2.[CH3:29][C:30]1[N:38]([C:39]([C:41]2[CH:42]=[CH:43][C:44]([Cl:47])=[CH:45][CH:46]=2)=[O:40])[C:37]2[CH:36]=[CH:35][C:34]([O:48][CH3:49])=[CH:33][C:32]=2[C:31]=1[CH2:50][C:51]([OH:53])=[O:52].